Dataset: Reaction yield outcomes from USPTO patents with 853,638 reactions. Task: Predict the reaction yield, written as a fraction of the theoretical maximum amount of product (1.0 means a 100% yield; for example, 0.34 means a 34% yield). (1) The reactants are [CH3:1]N(N=O)C(N)=O.[OH-].[K+].[CH3:10][C:11]([O:14][C@H:15]([CH3:52])[C@@H:16]([C:48]([O:50][CH3:51])=[O:49])[NH:17][C:18]([C:20]1[CH:25]=[CH:24][C:23]([C:26]2[CH:31]=[CH:30][CH:29]=[C:28]([F:32])[CH:27]=2)=[CH:22][C:21]=1[NH:33][C:34]([NH:36][C:37]1[C:42]([CH3:43])=[CH:41][C:40]([CH2:44][CH:45]=[CH2:46])=[CH:39][C:38]=1[CH3:47])=[O:35])=[O:19])([CH3:13])[CH3:12].[N+](=C)=[N-]. The catalyst is CCOCC.C/C(/[O-])=C/C(C)=O.C/C(/[O-])=C/C(C)=O.[Pd+2].C(Cl)Cl. The product is [CH:45]1([CH2:44][C:40]2[CH:41]=[C:42]([CH3:43])[C:37]([NH:36][C:34]([NH:33][C:21]3[CH:22]=[C:23]([C:26]4[CH:31]=[CH:30][CH:29]=[C:28]([F:32])[CH:27]=4)[CH:24]=[CH:25][C:20]=3[C:18]([NH:17][C@H:16]([C:48]([O:50][CH3:51])=[O:49])[C@@H:15]([CH3:52])[O:14][C:11]([CH3:10])([CH3:12])[CH3:13])=[O:19])=[O:35])=[C:38]([CH3:47])[CH:39]=2)[CH2:1][CH2:46]1. The yield is 0.790. (2) The reactants are [O:1]1[CH2:6][CH2:5]O[CH2:3][CH2:2]1.Br[C:8]1[CH:9]=[C:10]([CH:13]=[CH:14][CH:15]=1)[CH:11]=[O:12].C([Sn](CCCC)(CCCC)C1OC=CC=1)CCC.[F-].[K+]. The catalyst is Cl[Pd](Cl)([P](C1C=CC=CC=1)(C1C=CC=CC=1)C1C=CC=CC=1)[P](C1C=CC=CC=1)(C1C=CC=CC=1)C1C=CC=CC=1.C(OCC)(=O)C. The product is [O:1]1[CH:6]=[CH:5][CH:3]=[C:2]1[C:8]1[CH:9]=[C:10]([CH:13]=[CH:14][CH:15]=1)[CH:11]=[O:12]. The yield is 0.860. (3) The reactants are [NH2:1][C:2]1[N:7]=[CH:6][C:5]([C:8]([N:10]=[S:11]([C:14]2[CH:15]=[C:16]([CH2:20][C:21]([O:23]C)=[O:22])[CH:17]=[CH:18][CH:19]=2)([CH3:13])=[O:12])=[O:9])=[CH:4][C:3]=1[C:25]#[C:26][C:27]1[CH:32]=[CH:31][CH:30]=[C:29]([NH:33][C:34]([C:36]2[N:40]([CH3:41])[N:39]=[C:38]([CH3:42])[CH:37]=2)=[O:35])[CH:28]=1.[OH-].[Na+].Cl. The catalyst is CO.O.[Cl-].[Na+].O. The product is [NH2:1][C:2]1[N:7]=[CH:6][C:5]([C:8]([N:10]=[S:11]([C:14]2[CH:15]=[C:16]([CH2:20][C:21]([OH:23])=[O:22])[CH:17]=[CH:18][CH:19]=2)([CH3:13])=[O:12])=[O:9])=[CH:4][C:3]=1[C:25]#[C:26][C:27]1[CH:32]=[CH:31][CH:30]=[C:29]([NH:33][C:34]([C:36]2[N:40]([CH3:41])[N:39]=[C:38]([CH3:42])[CH:37]=2)=[O:35])[CH:28]=1. The yield is 0.920. (4) The reactants are [NH2:1][C:2]([C:4]1[CH:5]=[N:6][C:7]2[C:12]([C:13]=1[NH:14][C:15]1[CH:16]=[C:17]([CH:23]=[CH:24][CH:25]=1)[C:18]([O:20]CC)=[O:19])=[CH:11][CH:10]=[C:9]([Br:26])[CH:8]=2)=[O:3].[OH-].[Na+]. The catalyst is C(O)C. The product is [NH2:1][C:2]([C:4]1[CH:5]=[N:6][C:7]2[C:12]([C:13]=1[NH:14][C:15]1[CH:16]=[C:17]([CH:23]=[CH:24][CH:25]=1)[C:18]([OH:20])=[O:19])=[CH:11][CH:10]=[C:9]([Br:26])[CH:8]=2)=[O:3]. The yield is 0.880. (5) The reactants are [CH3:1][C:2]([C:12]1[CH:17]=[CH:16][CH:15]=[CH:14][N:13]=1)([CH3:11])[C@H:3]([C:5]1[CH:10]=[CH:9][CH:8]=[CH:7][CH:6]=1)[NH2:4].C.CC(C1C=CC=CN=1)(C)C(C1C=CC=CC=1)=O.[C:36]([OH:43])(=[O:42])/[CH:37]=[CH:38]/[C:39]([OH:41])=[O:40]. The catalyst is CO.C(OCC)C. The product is [C:36]([OH:43])(=[O:42])/[CH:37]=[CH:38]/[C:39]([OH:41])=[O:40].[CH3:11][C:2]([C:12]1[CH:17]=[CH:16][CH:15]=[CH:14][N:13]=1)([CH3:1])[C@H:3]([C:5]1[CH:10]=[CH:9][CH:8]=[CH:7][CH:6]=1)[NH2:4]. The yield is 0.950.